From a dataset of Forward reaction prediction with 1.9M reactions from USPTO patents (1976-2016). Predict the product of the given reaction. Given the reactants [Cl:1][C:2]1[CH:13]=[C:12]([NH:14][C:15]2[C:24]3[C:19](=[CH:20][CH:21]=[CH:22][C:23]=3[O:25][CH:26]3[CH2:31][CH2:30][N:29]([CH3:32])[CH2:28][CH2:27]3)[N:18]=[CH:17][N:16]=2)[CH:11]=[CH:10][C:3]=1[O:4][CH2:5][C:6]([NH:8][OH:9])=[NH:7].[CH:33](OC)(OC)OC, predict the reaction product. The product is: [Cl:1][C:2]1[CH:13]=[C:12]([CH:11]=[CH:10][C:3]=1[O:4][CH2:5][C:6]1[N:7]=[CH:33][O:9][N:8]=1)[NH:14][C:15]1[C:24]2[C:19](=[CH:20][CH:21]=[CH:22][C:23]=2[O:25][CH:26]2[CH2:27][CH2:28][N:29]([CH3:32])[CH2:30][CH2:31]2)[N:18]=[CH:17][N:16]=1.